Dataset: Catalyst prediction with 721,799 reactions and 888 catalyst types from USPTO. Task: Predict which catalyst facilitates the given reaction. (1) Reactant: C(O)(C(F)(F)F)=O.[Cl:8][C:9]1[CH:34]=[N:33][C:12]2[N:13]=[C:14]([N:20]3[CH2:23][CH:22]([N:24](C)[C:25](=O)OC(C)(C)C)[CH2:21]3)[C:15]3[N:16]([N:17]=[N:18][N:19]=3)[C:11]=2[CH:10]=1. Product: [Cl:8][C:9]1[CH:34]=[N:33][C:12]2[N:13]=[C:14]([N:20]3[CH2:23][CH:22]([NH:24][CH3:25])[CH2:21]3)[C:15]3[N:16]([N:17]=[N:18][N:19]=3)[C:11]=2[CH:10]=1. The catalyst class is: 2. (2) Reactant: [Cl:1][C:2]1[CH:14]=[C:13]([N+:15]([O-])=O)[CH:12]=[CH:11][C:3]=1[CH2:4][N:5]1[CH2:10][CH2:9][CH2:8][CH2:7][CH2:6]1. Product: [Cl:1][C:2]1[CH:14]=[C:13]([NH2:15])[CH:12]=[CH:11][C:3]=1[CH2:4][N:5]1[CH2:6][CH2:7][CH2:8][CH2:9][CH2:10]1. The catalyst class is: 98. (3) Reactant: C(N(C(C)C)C(C)C)C.[Cl-].COC1N=C(OC)N=C([N+]2(C)CCOCC2)N=1.[CH3:28][N:29]([CH3:48])[C:30]1[CH:35]=[CH:34][C:33]([CH2:36][CH2:37][O:38][C:39]2[CH:47]=[CH:46][C:42]([C:43]([OH:45])=O)=[CH:41][CH:40]=2)=[CH:32][CH:31]=1.Cl.C[O:51][C:52](=[O:55])[CH2:53][NH2:54].C(=O)([O-])O.[Na+].[OH-].[Li+].Cl. Product: [CH3:48][N:29]([CH3:28])[C:30]1[CH:31]=[CH:32][C:33]([CH2:36][CH2:37][O:38][C:39]2[CH:40]=[CH:41][C:42]([C:43]([NH:54][CH2:53][C:52]([OH:55])=[O:51])=[O:45])=[CH:46][CH:47]=2)=[CH:34][CH:35]=1. The catalyst class is: 8. (4) Reactant: [NH2:1][C:2]1[CH:6]=[CH:5][S:4][C:3]=1[C:7]([O:9][CH3:10])=[O:8].[Cl:11][C:12]1[CH:17]=[C:16]([C:18]([F:21])([F:20])[F:19])[CH:15]=[CH:14][C:13]=1[S:22](Cl)(=[O:24])=[O:23]. The catalyst class is: 17. Product: [Cl:11][C:12]1[CH:17]=[C:16]([C:18]([F:20])([F:19])[F:21])[CH:15]=[CH:14][C:13]=1[S:22]([NH:1][C:2]1[CH:6]=[CH:5][S:4][C:3]=1[C:7]([O:9][CH3:10])=[O:8])(=[O:24])=[O:23]. (5) Reactant: [CH3:1][C:2]1[N:7]=[C:6]2[S:8][C:9]3[CH2:14][CH2:13][CH2:12][CH2:11][C:10]=3[C:5]2=[C:4]([C:15]2[CH:20]=[CH:19][C:18]([Cl:21])=[C:17]([Cl:22])[CH:16]=2)[C:3]=1[CH:23]([CH2:28][CH2:29][CH3:30])[C:24]([O:26]C)=[O:25].[OH-].[Na+]. The catalyst class is: 5. Product: [CH3:1][C:2]1[N:7]=[C:6]2[S:8][C:9]3[CH2:14][CH2:13][CH2:12][CH2:11][C:10]=3[C:5]2=[C:4]([C:15]2[CH:20]=[CH:19][C:18]([Cl:21])=[C:17]([Cl:22])[CH:16]=2)[C:3]=1[CH:23]([CH2:28][CH2:29][CH3:30])[C:24]([OH:26])=[O:25]. (6) The catalyst class is: 2. Product: [CH3:1][N:2]1[CH:6]=[C:5]([C:7]2[N:19]3[C:10]([C:11]4[CH:12]=[C:13]([C:42]5[CH:47]=[CH:46][CH:45]=[CH:44][CH:43]=5)[C:14]([C:20]5[CH:21]=[CH:22][C:23]([C:26]6([NH2:34])[CH2:29][C:28]7([O:33][CH2:32][CH2:31][O:30]7)[CH2:27]6)=[CH:24][CH:25]=5)=[N:15][C:16]=4[CH:17]=[CH:18]3)=[N:9][N:8]=2)[N:4]=[CH:3]1. Reactant: [CH3:1][N:2]1[CH:6]=[C:5]([C:7]2[N:19]3[C:10]([C:11]4[CH:12]=[C:13]([C:42]5[CH:47]=[CH:46][CH:45]=[CH:44][CH:43]=5)[C:14]([C:20]5[CH:25]=[CH:24][C:23]([C:26]6([NH:34]C(=O)OC(C)(C)C)[CH2:29][C:28]7([O:33][CH2:32][CH2:31][O:30]7)[CH2:27]6)=[CH:22][CH:21]=5)=[N:15][C:16]=4[CH:17]=[CH:18]3)=[N:9][N:8]=2)[N:4]=[CH:3]1.C(O)(C(F)(F)F)=O.